Dataset: Forward reaction prediction with 1.9M reactions from USPTO patents (1976-2016). Task: Predict the product of the given reaction. Given the reactants Cl.Cl.[CH2:3]([O:5][C:6](=[O:32])[CH2:7][C:8]1[CH:13]=[C:12]([C:14]([F:17])([F:16])[F:15])[CH:11]=[C:10]([C:18]2[CH:23]=[CH:22][C:21]([C:24]([F:27])([F:26])[F:25])=[CH:20][C:19]=2[CH2:28][NH:29][CH2:30][CH3:31])[N:9]=1)[CH3:4].[CH2:33]([N:40]=[C:41]=[O:42])[C:34]1[CH:39]=[CH:38][CH:37]=[CH:36][CH:35]=1, predict the reaction product. The product is: [CH2:3]([O:5][C:6](=[O:32])[CH2:7][C:8]1[CH:13]=[C:12]([C:14]([F:16])([F:17])[F:15])[CH:11]=[C:10]([C:18]2[CH:23]=[CH:22][C:21]([C:24]([F:27])([F:25])[F:26])=[CH:20][C:19]=2[CH2:28][N:29]([CH2:30][CH3:31])[C:41]([NH:40][CH2:33][C:34]2[CH:39]=[CH:38][CH:37]=[CH:36][CH:35]=2)=[O:42])[N:9]=1)[CH3:4].